Dataset: Catalyst prediction with 721,799 reactions and 888 catalyst types from USPTO. Task: Predict which catalyst facilitates the given reaction. Reactant: Br[C:2]1[N:3]=[C:4]([NH:23][C:24]([CH3:40])([C:26]2[CH:31]=[CH:30][CH:29]=[CH:28][C:27]=2[O:32]CC2C=CC=CC=2)[CH3:25])[C:5](=[O:22])[N:6]([C:8]2[CH:9]=[C:10]([CH:17]=[C:18]([F:21])[C:19]=2[CH3:20])[C:11]([NH:13][CH:14]2[CH2:16][CH2:15]2)=[O:12])[CH:7]=1.C([O-])=O.[NH4+]. Product: [CH:14]1([NH:13][C:11](=[O:12])[C:10]2[CH:9]=[C:8]([N:6]3[CH:7]=[CH:2][N:3]=[C:4]([NH:23][C:24]([C:26]4[CH:31]=[CH:30][CH:29]=[CH:28][C:27]=4[OH:32])([CH3:25])[CH3:40])[C:5]3=[O:22])[C:19]([CH3:20])=[C:18]([F:21])[CH:17]=2)[CH2:15][CH2:16]1. The catalyst class is: 45.